This data is from Catalyst prediction with 721,799 reactions and 888 catalyst types from USPTO. The task is: Predict which catalyst facilitates the given reaction. Reactant: [C:1]1([C@H:7]([NH:9][CH2:10][CH:11]([C:14]2[CH:19]=[CH:18][C:17]([Br:20])=[CH:16][CH:15]=2)[CH2:12][OH:13])[CH3:8])[CH:6]=[CH:5][CH:4]=[CH:3][CH:2]=1.C(N(CC)CC)C.Cl[CH2:29][C:30](Cl)=[O:31].[OH-].[K+]. Product: [Br:20][C:17]1[CH:16]=[CH:15][C:14]([C@@H:11]2[CH2:12][O:13][CH2:29][C:30](=[O:31])[N:9]([C@@H:7]([C:1]3[CH:6]=[CH:5][CH:4]=[CH:3][CH:2]=3)[CH3:8])[CH2:10]2)=[CH:19][CH:18]=1. The catalyst class is: 4.